Dataset: Forward reaction prediction with 1.9M reactions from USPTO patents (1976-2016). Task: Predict the product of the given reaction. (1) Given the reactants [C:1]([O:5][C:6]([NH:8][C@@H:9]1[C:18]2[C:13](=[CH:14][C:15]([C:20]([OH:22])=O)=[C:16]([CH3:19])[CH:17]=2)[S:12][CH2:11][CH2:10]1)=[O:7])([CH3:4])([CH3:3])[CH3:2].[NH2:23][C:24]1[CH:29]=[CH:28][N:27]=[CH:26][CH:25]=1.[I-].ClC1C=CC=C[N+]=1C, predict the reaction product. The product is: [C:1]([O:5][C:6]([NH:8][C@@H:9]1[C:18]2[C:13](=[CH:14][C:15]([C:20]([NH:23][C:24]3[CH:29]=[CH:28][N:27]=[CH:26][CH:25]=3)=[O:22])=[C:16]([CH3:19])[CH:17]=2)[S:12][CH2:11][CH2:10]1)=[O:7])([CH3:3])([CH3:2])[CH3:4]. (2) Given the reactants [CH3:1][O:2][C:3]1[CH:27]=[CH:26][C:6]([CH2:7][N:8]2[CH:17]=[C:16]3[C:10]([N:11]([CH2:19][C:20]4[O:24][N:23]=[C:22]([CH3:25])[N:21]=4)[CH2:12][CH2:13][CH2:14][C:15]3=O)=[N:9]2)=[CH:5][CH:4]=1.[F:28][C:29]1[CH:30]=[N:31][C:32]([NH:35][C:36]([NH2:38])=[S:37])=[N:33][CH:34]=1.II.NC(N)=S, predict the reaction product. The product is: [F:28][C:29]1[CH:30]=[N:31][C:32]([NH:35][C:36]2[S:37][C:14]3[CH2:13][CH2:12][N:11]([CH2:19][C:20]4[O:24][N:23]=[C:22]([CH3:25])[N:21]=4)[C:10]4=[N:9][N:8]([CH2:7][C:6]5[CH:5]=[CH:4][C:3]([O:2][CH3:1])=[CH:27][CH:26]=5)[CH:17]=[C:16]4[C:15]=3[N:38]=2)=[N:33][CH:34]=1. (3) Given the reactants O[Li].O.CO.[NH:6]1[C:10]2=[N:11][C:12]([C:15]([OH:17])=[O:16])=[CH:13][CH:14]=[C:9]2[C:8]2([CH2:19][CH2:18]2)[CH2:7]1.C1C[O:23][CH2:22][CH2:21]1, predict the reaction product. The product is: [C:22]([N:6]1[C:10]2=[N:11][C:12]([C:15]([OH:17])=[O:16])=[CH:13][CH:14]=[C:9]2[C:8]2([CH2:18][CH2:19]2)[CH2:7]1)(=[O:23])[CH3:21]. (4) Given the reactants [Br:1][C:2]1[C:3]([F:22])=[C:4]([NH:9][CH:10]=[C:11]([C:17]([O:19]CC)=O)[C:12]([O:14][CH2:15][CH3:16])=[O:13])[CH:5]=[CH:6][C:7]=1[Cl:8], predict the reaction product. The product is: [Br:1][C:2]1[C:3]([F:22])=[C:4]2[C:5]([C:17]([OH:19])=[C:11]([C:12]([O:14][CH2:15][CH3:16])=[O:13])[CH:10]=[N:9]2)=[CH:6][C:7]=1[Cl:8]. (5) The product is: [I-:14].[CH3:13][N+:8]1([CH:4]2[CH2:5][CH2:6][CH2:7][CH:2]([CH3:1])[CH2:3]2)[CH2:12][CH2:11][CH2:10][CH2:9]1. Given the reactants [CH3:1][CH:2]1[CH2:7][CH2:6][CH2:5][CH:4]([N:8]2[CH2:12][CH2:11][CH2:10][CH2:9]2)[CH2:3]1.[CH3:13][I:14], predict the reaction product.